This data is from Full USPTO retrosynthesis dataset with 1.9M reactions from patents (1976-2016). The task is: Predict the reactants needed to synthesize the given product. (1) Given the product [OH:10][C@H:8]1[CH2:9][C@H:5]([C:3](=[O:4])[NH:20][C:21]2[CH:26]=[CH:25][C:24]([N:27]3[CH:32]=[CH:31][CH:30]=[CH:29][C:28]3=[O:33])=[CH:23][CH:22]=2)[CH2:6][C@@H:7]1[NH:11][C:12]([C:14]1[S:15][C:16]([Cl:19])=[CH:17][CH:18]=1)=[O:13], predict the reactants needed to synthesize it. The reactants are: CO[C:3]([C@H:5]1[CH2:9][C@H:8]([OH:10])[C@@H:7]([NH:11][C:12]([C:14]2[S:15][C:16]([Cl:19])=[CH:17][CH:18]=2)=[O:13])[CH2:6]1)=[O:4].[NH2:20][C:21]1[CH:26]=[CH:25][C:24]([N:27]2[CH:32]=[CH:31][CH:30]=[CH:29][C:28]2=[O:33])=[CH:23][CH:22]=1. (2) The reactants are: [Cl:1][C:2]1[CH:3]=[C:4]([C:9](=[O:14])[C:10]([F:13])([F:12])[F:11])[CH:5]=[C:6]([Cl:8])[CH:7]=1.[BH4-].[Na+].[OH-].[Na+].[Cl-].[NH4+]. Given the product [Cl:1][C:2]1[CH:3]=[C:4]([CH:9]([OH:14])[C:10]([F:11])([F:12])[F:13])[CH:5]=[C:6]([Cl:8])[CH:7]=1, predict the reactants needed to synthesize it. (3) Given the product [F:33][C:30]([F:31])([F:32])[C:27]1[CH:26]=[CH:25][C:24]([CH2:23][O:22][C:18]2[CH:17]=[C:16]([CH:21]=[CH:20][CH:19]=2)[CH2:15][O:14][C:12]2[CH:11]=[CH:10][C:9]3[C:5]([CH2:4][C:3]([OH:34])=[O:2])=[CH:6][O:7][C:8]=3[CH:13]=2)=[CH:29][CH:28]=1, predict the reactants needed to synthesize it. The reactants are: C[O:2][C:3](=[O:34])[CH2:4][C:5]1[C:9]2[CH:10]=[CH:11][C:12]([O:14][CH2:15][C:16]3[CH:21]=[CH:20][CH:19]=[C:18]([O:22][CH2:23][C:24]4[CH:29]=[CH:28][C:27]([C:30]([F:33])([F:32])[F:31])=[CH:26][CH:25]=4)[CH:17]=3)=[CH:13][C:8]=2[O:7][CH:6]=1.[OH-].[Li+]. (4) Given the product [F:30][C:29]1[CH:28]=[CH:27][CH:26]=[C:25]([F:31])[C:24]=1[C:7]1[NH:6][C:10]2=[N:11][CH:12]=[C:13]([C:33]3[N:37]([CH3:38])[N:36]=[C:35]([C:39]4[CH:40]=[N:41][CH:42]=[CH:43][CH:44]=4)[N:34]=3)[CH:14]=[C:9]2[CH:8]=1, predict the reactants needed to synthesize it. The reactants are: C(OC([N:6]1[C:10]2=[N:11][CH:12]=[C:13](B3OC(C)(C)C(C)(C)O3)[CH:14]=[C:9]2[CH:8]=[C:7]1[C:24]1[C:29]([F:30])=[CH:28][CH:27]=[CH:26][C:25]=1[F:31])=O)C.Br[C:33]1[N:37]([CH3:38])[N:36]=[C:35]([C:39]2[CH:40]=[N:41][CH:42]=[CH:43][CH:44]=2)[N:34]=1. (5) Given the product [CH2:1]([N:8]1[C:16]2[C:11](=[CH:12][C:13]([C:17]3[CH:22]=[CH:21][C:20]([O:23][C:24]([F:27])([F:25])[F:26])=[CH:19][CH:18]=3)=[CH:14][CH:15]=2)[C:10]([C:28](=[O:34])[C:29]([OH:31])=[O:30])=[CH:9]1)[C:2]1[CH:3]=[CH:4][CH:5]=[CH:6][CH:7]=1, predict the reactants needed to synthesize it. The reactants are: [CH2:1]([N:8]1[C:16]2[C:11](=[CH:12][C:13]([C:17]3[CH:22]=[CH:21][C:20]([O:23][C:24]([F:27])([F:26])[F:25])=[CH:19][CH:18]=3)=[CH:14][CH:15]=2)[C:10]([C:28](=[O:34])[C:29]([O:31]CC)=[O:30])=[CH:9]1)[C:2]1[CH:7]=[CH:6][CH:5]=[CH:4][CH:3]=1.[OH-].[K+]. (6) The reactants are: C([O:5][C:6]1[CH:7]=[CH:8][C:9]([S:16]([N:19]2[CH2:24][CH2:23][N:22]([CH2:25][C:26]3[CH:31]=[CH:30][C:29]([F:32])=[CH:28][CH:27]=3)[CH2:21][CH2:20]2)(=[O:18])=[O:17])=[C:10]2[C:15]=1[N:14]=[CH:13][CH:12]=[CH:11]2)(C)(C)C.Cl.O1CCOCC1. Given the product [F:32][C:29]1[CH:30]=[CH:31][C:26]([CH2:25][N:22]2[CH2:21][CH2:20][N:19]([S:16]([C:9]3[CH:8]=[CH:7][C:6]([OH:5])=[C:15]4[C:10]=3[CH:11]=[CH:12][CH:13]=[N:14]4)(=[O:18])=[O:17])[CH2:24][CH2:23]2)=[CH:27][CH:28]=1, predict the reactants needed to synthesize it. (7) Given the product [CH3:1][O:2][C:3]1[CH:4]=[C:5]2[C:10](=[CH:11][C:12]=1[O:13][CH3:14])[N:9]=[CH:8][CH:7]=[C:6]2[O:15][C:16]1[CH:22]=[CH:21][C:19]([NH:20][C:27](=[O:33])[O:28][CH2:29][CH2:41][N:38]2[CH2:39][CH2:40][O:35][CH2:36][CH2:37]2)=[CH:18][CH:17]=1, predict the reactants needed to synthesize it. The reactants are: [CH3:1][O:2][C:3]1[CH:4]=[C:5]2[C:10](=[CH:11][C:12]=1[O:13][CH3:14])[N:9]=[CH:8][CH:7]=[C:6]2[O:15][C:16]1[CH:22]=[CH:21][C:19]([NH2:20])=[CH:18][CH:17]=1.ClC(Cl)(O[C:27](=[O:33])[O:28][C:29](Cl)(Cl)Cl)Cl.[O:35]1[CH2:40][CH2:39][N:38]([CH2:41]CO)[CH2:37][CH2:36]1.C(=O)(O)[O-].[Na+]. (8) Given the product [F:1][C:2]1[C:56]([F:69])=[CH:6][CH:5]=[CH:4][C:3]=1[C@:9]12[CH2:10][O:11][C@H:12]([CH2:16][O:17][C:18]([C:19]3[CH:20]=[CH:21][CH:22]=[CH:23][CH:24]=3)([C:31]3[CH:36]=[CH:35][CH:34]=[CH:33][CH:32]=3)[C:25]3[CH:26]=[CH:27][CH:28]=[CH:29][CH:30]=3)[C@H:13]1[CH2:14][S:39][C:38]([NH:40][C:41](=[O:48])[C:42]1[CH:47]=[CH:46][CH:45]=[CH:44][CH:43]=1)=[N:37]2, predict the reactants needed to synthesize it. The reactants are: [F:1][C:2]1C(F)=[CH:6][CH:5]=[CH:4][C:3]=1[C@@:9]1([NH:37][C:38]([NH:40][C:41](=[O:48])[C:42]2[CH:47]=[CH:46][CH:45]=[CH:44][CH:43]=2)=[S:39])[C@H:13]([CH2:14]O)[C@@H:12]([CH2:16][O:17][C:18]([C:31]2[CH:36]=[CH:35][CH:34]=[CH:33][CH:32]=2)([C:25]2[CH:30]=[CH:29][CH:28]=[CH:27][CH:26]=2)[C:19]2[CH:24]=[CH:23][CH:22]=[CH:21][CH:20]=2)[O:11][CH2:10]1.N1C=CC=CC=1.F[C:56]([F:69])(F)S(OS(C(F)(F)F)(=O)=O)(=O)=O. (9) The reactants are: [Cl:1][C:2]1[CH:19]=[CH:18][CH:17]=[CH:16][C:3]=1[C:4]([CH:6]1[C:11](=[O:12])OC(C)(C)OC1=O)=[O:5].[CH2:20]([NH2:23])[CH2:21][CH3:22]. Given the product [Cl:1][C:2]1[CH:19]=[CH:18][CH:17]=[CH:16][C:3]=1[C:4](=[O:5])[CH2:6][C:11]([NH:23][CH2:20][CH2:21][CH3:22])=[O:12], predict the reactants needed to synthesize it. (10) Given the product [CH3:39][O:38][C:21]1[C:22]([N:24]2[CH2:29][CH2:28][CH2:27][C@H:26]([NH:30][C:31](=[O:37])[O:32][C:33]([CH3:35])([CH3:34])[CH3:36])[CH2:25]2)=[N:23][C:18]([N:16]2[C:10]3[CH:9]=[C:8]([C:6]4[CH:5]=[N:4][CH:3]=[C:2]([CH3:1])[N:7]=4)[N:13]=[CH:12][C:11]=3[CH:14]=[N:15]2)=[CH:19][CH:20]=1, predict the reactants needed to synthesize it. The reactants are: [CH3:1][C:2]1[N:7]=[C:6]([C:8]2[N:13]=[CH:12][C:11]3[CH:14]=[N:15][NH:16][C:10]=3[CH:9]=2)[CH:5]=[N:4][CH:3]=1.Br[C:18]1[N:23]=[C:22]([N:24]2[CH2:29][CH2:28][CH2:27][C@H:26]([NH:30][C:31](=[O:37])[O:32][C:33]([CH3:36])([CH3:35])[CH3:34])[CH2:25]2)[C:21]([O:38][CH3:39])=[CH:20][CH:19]=1.CNCCNC.C(=O)([O-])[O-].[K+].[K+].